This data is from Full USPTO retrosynthesis dataset with 1.9M reactions from patents (1976-2016). The task is: Predict the reactants needed to synthesize the given product. (1) The reactants are: Br[C:2]1[S:27][C:5]2[N:6]=[CH:7][N:8]=[C:9]([NH:10][C:11]3[CH:16]=[CH:15][C:14]([O:17][CH2:18][C:19]4[CH:24]=[CH:23][CH:22]=[C:21]([F:25])[CH:20]=4)=[C:13]([Cl:26])[CH:12]=3)[C:4]=2[CH:3]=1.[N:28]1[CH:33]=[CH:32][CH:31]=[CH:30][C:29]=1[CH2:34][C:35]([OH:37])=O. Given the product [Cl:26][C:13]1[CH:12]=[C:11]([NH:10][C:9]2[C:4]3[CH:3]=[C:2]([C:3]#[C:4][CH2:5][NH:6][C:35](=[O:37])[CH2:34][C:29]4[CH:30]=[CH:31][CH:32]=[CH:33][N:28]=4)[S:27][C:5]=3[N:6]=[CH:7][N:8]=2)[CH:16]=[CH:15][C:14]=1[O:17][CH2:18][C:19]1[CH:24]=[CH:23][CH:22]=[C:21]([F:25])[CH:20]=1, predict the reactants needed to synthesize it. (2) The reactants are: [Cl:1][C:2]1[CH:3]=[C:4]([OH:15])[CH:5]=[N:6][C:7]=1[O:8][C@H:9]([CH3:14])[C:10]([F:13])([F:12])[F:11].[Cl:16][C:17]1[C:18](F)=[CH:19][C:20]([F:33])=[C:21]([CH:32]=1)[C:22]([O:24][C:25]1[CH:30]=[CH:29][C:28]([CH3:31])=[CH:27][CH:26]=1)=[O:23].C([O-])([O-])=O.[K+].[K+]. Given the product [Cl:16][C:17]1[C:18]([O:15][C:4]2[CH:5]=[N:6][C:7]([O:8][C@H:9]([CH3:14])[C:10]([F:11])([F:12])[F:13])=[C:2]([Cl:1])[CH:3]=2)=[CH:19][C:20]([F:33])=[C:21]([CH:32]=1)[C:22]([O:24][C:25]1[CH:30]=[CH:29][C:28]([CH3:31])=[CH:27][CH:26]=1)=[O:23], predict the reactants needed to synthesize it. (3) Given the product [CH3:1][CH:2]([CH3:31])[CH2:3][CH2:4][NH:5][C:6]([C:8]1[N:9]=[N:10][C:11]([N:14]2[CH2:15][CH2:16][N:17]([C:20](=[O:30])[C:21]3[CH:26]=[CH:25][CH:24]=[CH:23][C:22]=3[NH2:27])[CH2:18][CH2:19]2)=[CH:12][CH:13]=1)=[O:7], predict the reactants needed to synthesize it. The reactants are: [CH3:1][CH:2]([CH3:31])[CH2:3][CH2:4][NH:5][C:6]([C:8]1[N:9]=[N:10][C:11]([N:14]2[CH2:19][CH2:18][N:17]([C:20](=[O:30])[C:21]3[CH:26]=[CH:25][CH:24]=[CH:23][C:22]=3[N+:27]([O-])=O)[CH2:16][CH2:15]2)=[CH:12][CH:13]=1)=[O:7]. (4) Given the product [N+:1]([CH2:4][CH2:5][C:6]1[CH:18]=[CH:17][C:9]([O:10][C:11]2[CH:16]=[CH:15][CH:14]=[CH:13][N:12]=2)=[CH:8][CH:7]=1)([O-:3])=[O:2], predict the reactants needed to synthesize it. The reactants are: [N+:1](/[CH:4]=[CH:5]/[C:6]1[CH:18]=[CH:17][C:9]([O:10][C:11]2[CH:16]=[CH:15][CH:14]=[CH:13][N:12]=2)=[CH:8][CH:7]=1)([O-:3])=[O:2].C(O)(=O)C.[BH4-].[Na+]. (5) Given the product [C:1]([N:6]1[CH2:7][CH2:8][CH:9]([N:12]([C@H:24]2[CH2:25][CH2:26][C@H:27]([CH3:30])[CH2:28][CH2:29]2)[C:13]([NH:15][C:16]2[S:17][C:18]([S:21][CH3:22])=[CH:19][N:20]=2)=[O:14])[CH2:10][CH2:11]1)(=[O:5])[CH2:2][CH2:3][CH3:4], predict the reactants needed to synthesize it. The reactants are: [C:1]([N:6]1[CH2:11][CH2:10][CH:9]([N:12]([C@H:24]2[CH2:29][CH2:28][C@H:27]([CH3:30])[CH2:26][CH2:25]2)[C:13]([NH:15][C:16]2[S:17][C:18]([S:21][C:22]#N)=[CH:19][N:20]=2)=[O:14])[CH2:8][CH2:7]1)(=[O:5])[CH2:2][CH2:3][CH3:4].SC[C@@H]([C@@H](CS)O)O.IC. (6) The reactants are: [OH:1][C:2]1[C:12]([CH:13]([CH3:15])[CH3:14])=[CH:11][C:10]([CH:16]([CH3:18])[CH3:17])=[CH:9][C:3]=1[C:4]([O:6]CC)=[O:5].[OH-].[Na+].Cl. Given the product [CH2:11]([O:1][C:2]1[C:12]([CH:13]([CH3:14])[CH3:15])=[CH:11][C:10]([CH:16]([CH3:17])[CH3:18])=[CH:9][C:3]=1[C:4]([OH:6])=[O:5])[CH2:12][CH2:2][CH2:3][CH2:9][CH3:10], predict the reactants needed to synthesize it. (7) The reactants are: [NH2:1][CH:2]1[CH2:11][C:10]2[C:5](=[C:6]([N:12]3[CH2:16][CH2:15][CH2:14][C:13]3=[O:17])[CH:7]=[CH:8][CH:9]=2)[N:4]([CH2:18][C:19]2[CH:23]=[CH:22][S:21][CH:20]=2)[C:3]1=[O:24].[C:25]([O:29][C:30]([NH:32][C@H:33]([CH2:37][C:38]1[C:46]2[C:41](=[CH:42][CH:43]=[CH:44][CH:45]=2)[N:40]([CH:47]([CH3:49])[CH3:48])[CH:39]=1)[C:34](O)=[O:35])=[O:31])([CH3:28])([CH3:27])[CH3:26]. Given the product [CH:47]([N:40]1[C:41]2[C:46](=[CH:45][CH:44]=[CH:43][CH:42]=2)[C:38]([CH2:37][C@@H:33]([NH:32][C:30](=[O:31])[O:29][C:25]([CH3:26])([CH3:28])[CH3:27])[C:34](=[O:35])[NH:1][CH:2]2[CH2:11][C:10]3[C:5](=[C:6]([N:12]4[CH2:16][CH2:15][CH2:14][C:13]4=[O:17])[CH:7]=[CH:8][CH:9]=3)[N:4]([CH2:18][C:19]3[CH:23]=[CH:22][S:21][CH:20]=3)[C:3]2=[O:24])=[CH:39]1)([CH3:49])[CH3:48], predict the reactants needed to synthesize it. (8) Given the product [CH2:27]([O:34][CH2:35][C:36]([N:15]([N:9]1[C:8](=[O:20])[C:7]2[C:12](=[CH:13][C:4]([CH:1]([CH3:3])[CH3:2])=[C:5]([C:21]3[N:22]([CH3:26])[N:23]=[CH:24][CH:25]=3)[CH:6]=2)[NH:11][C:10]1=[O:14])[S:16]([CH3:19])(=[O:17])=[O:18])=[O:37])[C:28]1[CH:33]=[CH:32][CH:31]=[CH:30][CH:29]=1, predict the reactants needed to synthesize it. The reactants are: [CH:1]([C:4]1[CH:13]=[C:12]2[C:7]([C:8](=[O:20])[N:9]([NH:15][S:16]([CH3:19])(=[O:18])=[O:17])[C:10](=[O:14])[NH:11]2)=[CH:6][C:5]=1[C:21]1[N:22]([CH3:26])[N:23]=[CH:24][CH:25]=1)([CH3:3])[CH3:2].[CH2:27]([O:34][CH2:35][C:36](Cl)=[O:37])[C:28]1[CH:33]=[CH:32][CH:31]=[CH:30][CH:29]=1. (9) Given the product [NH2:1][C:2]1[CH:3]=[C:4]2[C:8]([C:7]3[C:6]([CH2:18][CH2:19][CH2:20][CH3:21])([CH2:5]2)[CH2:13][CH2:14][C:15](=[O:17])[CH:16]=3)=[CH:9][C:10]=1[F:11], predict the reactants needed to synthesize it. The reactants are: [NH2:1][C:2]1[CH:3]=[C:4]2[C:8](=[CH:9][C:10]=1[F:11])[C:7](=O)[C:6]([CH2:18][CH2:19][CH2:20][CH3:21])([CH2:13][CH2:14][C:15](=[O:17])[CH3:16])[CH2:5]2.C(O)(=O)C.N1CCCC1.